The task is: Predict the reactants needed to synthesize the given product.. This data is from Full USPTO retrosynthesis dataset with 1.9M reactions from patents (1976-2016). (1) Given the product [C:1]([O:5][C:6](=[O:26])[NH:7][CH2:8][CH2:9][C@H:10]([N:12]1[CH2:17][CH2:16][CH:15]([N:18]([CH2:19][CH:20]2[CH2:25][CH2:24][CH2:23][CH2:22][CH2:21]2)[C:34]([NH:35][O:36][CH3:37])=[O:33])[CH2:14][CH2:13]1)[CH3:11])([CH3:2])([CH3:3])[CH3:4], predict the reactants needed to synthesize it. The reactants are: [C:1]([O:5][C:6](=[O:26])[NH:7][CH2:8][CH2:9][C@H:10]([N:12]1[CH2:17][CH2:16][CH:15]([NH:18][CH2:19][CH:20]2[CH2:25][CH2:24][CH2:23][CH2:22][CH2:21]2)[CH2:14][CH2:13]1)[CH3:11])([CH3:4])([CH3:3])[CH3:2].C1([O:33][C:34](=O)[NH:35][O:36][CH3:37])C=CC=CC=1. (2) The reactants are: C(OC(=O)[NH:7][C@@H:8]1[CH2:12][O:11][N:10]([CH2:13][CH3:14])[C:9]1=[O:15])(C)(C)C.[ClH:17]. Given the product [ClH:17].[NH2:7][C@@H:8]1[CH2:12][O:11][N:10]([CH2:13][CH3:14])[C:9]1=[O:15], predict the reactants needed to synthesize it. (3) Given the product [CH2:14]([N:8]1[C:7]([CH2:18][NH:19][C:20](=[O:26])[O:21][C:22]([CH3:25])([CH3:23])[CH3:24])=[C:6]([C:27]2[CH:28]=[CH:29][CH:30]=[CH:31][CH:32]=2)[C:5]2[C:10](=[CH:11][CH:12]=[C:3]([CH2:2][NH:1][S:34]([CH3:33])(=[O:36])=[O:35])[CH:4]=2)[C:9]1=[O:13])[CH:15]([CH3:17])[CH3:16], predict the reactants needed to synthesize it. The reactants are: [NH2:1][CH2:2][C:3]1[CH:4]=[C:5]2[C:10](=[CH:11][CH:12]=1)[C:9](=[O:13])[N:8]([CH2:14][CH:15]([CH3:17])[CH3:16])[C:7]([CH2:18][NH:19][C:20](=[O:26])[O:21][C:22]([CH3:25])([CH3:24])[CH3:23])=[C:6]2[C:27]1[CH:32]=[CH:31][CH:30]=[CH:29][CH:28]=1.[CH3:33][S:34](Cl)(=[O:36])=[O:35].C(N(CC)CC)C. (4) Given the product [C:21]([O:20][C:19]([NH:18][C:15]1[CH:14]=[CH:13][N:12]=[CH:17][C:16]=1[B:34]([OH:37])[OH:35])=[O:25])([CH3:22])([CH3:24])[CH3:23], predict the reactants needed to synthesize it. The reactants are: C([Li])CCC.CCCCCC.[N:12]1[CH:17]=[CH:16][C:15]([NH:18][C:19](=[O:25])[O:20][C:21]([CH3:24])([CH3:23])[CH3:22])=[CH:14][CH:13]=1.CN(C)CCN(C)C.[B:34](OC)([O:37]C)[O:35]C.[Cl-].[NH4+]. (5) Given the product [CH3:3][C:2]1([CH3:4])[C:5]([CH3:7])([CH3:6])[O:8][B:26]([C:23]2[CH:22]=[CH:21][C:20]3[C:19]4[C:14](=[CH:15][C:16]([B:29]5[O:31][C:53]([CH3:59])([CH3:54])[C:58]([CH3:44])([CH3:57])[O:30]5)=[CH:17][CH:18]=4)[C:13]([CH2:32][CH:33]([CH2:38][CH3:39])[CH2:34][CH2:35][CH2:36][CH3:37])([CH2:12][CH:11]([CH2:9][CH3:10])[CH2:40][CH2:41][CH2:42][CH3:43])[C:25]=3[CH:24]=2)[O:1]1, predict the reactants needed to synthesize it. The reactants are: [OH:1][C:2]([C:5]([OH:8])([CH3:7])[CH3:6])([CH3:4])[CH3:3].[CH2:9]([CH:11]([CH2:40][CH2:41][CH2:42][CH3:43])[CH2:12][C:13]1([CH2:32][CH:33]([CH2:38][CH3:39])[CH2:34][CH2:35][CH2:36][CH3:37])[C:25]2[CH:24]=[C:23]([B:26](O)O)[CH:22]=[CH:21][C:20]=2[C:19]2[C:14]1=[CH:15][C:16]([B:29]([OH:31])[OH:30])=[CH:17][CH:18]=2)[CH3:10].[CH3:44]CCCCC.ClCCl.[C:53]1([CH3:59])[CH:58]=[CH:57]C=C[CH:54]=1. (6) Given the product [Cl:16][C:8]1[C:7]2[C:12](=[C:3]([O:2][CH3:1])[CH:4]=[CH:5][CH:6]=2)[N:11]=[CH:10][CH:9]=1, predict the reactants needed to synthesize it. The reactants are: [CH3:1][O:2][C:3]1[CH:4]=[CH:5][CH:6]=[C:7]2[C:12]=1[N:11]=[CH:10][CH:9]=[C:8]2O.O=P(Cl)(Cl)[Cl:16].